From a dataset of Catalyst prediction with 721,799 reactions and 888 catalyst types from USPTO. Predict which catalyst facilitates the given reaction. (1) Reactant: [Cl:1][C:2]1[CH:7]=[CH:6][C:5]([C:8](=[O:14])[CH2:9][CH2:10][N:11]([CH3:13])[CH3:12])=[CH:4][CH:3]=1.[H-].[H-].[H-].[H-].[Li+].[Al+3].C([O-])(O)=O.[Na+]. Product: [Cl:1][C:2]1[CH:3]=[CH:4][C:5]([CH:8]([OH:14])[CH2:9][CH2:10][N:11]([CH3:13])[CH3:12])=[CH:6][CH:7]=1. The catalyst class is: 1. (2) Reactant: [BH4-].[Li+].[CH3:3][O:4][C:5]1[CH:10]=[C:9]([CH3:11])[C:8]([S:12]([N:15]2[C:23]3[C:18](=[CH:19][CH:20]=[C:21]([C:24](OC)=[O:25])[CH:22]=3)[CH2:17][CH2:16]2)(=[O:14])=[O:13])=[C:7]([CH3:28])[CH:6]=1. Product: [CH3:3][O:4][C:5]1[CH:6]=[C:7]([CH3:28])[C:8]([S:12]([N:15]2[C:23]3[C:18](=[CH:19][CH:20]=[C:21]([CH2:24][OH:25])[CH:22]=3)[CH2:17][CH2:16]2)(=[O:13])=[O:14])=[C:9]([CH3:11])[CH:10]=1. The catalyst class is: 1. (3) Reactant: [CH3:1][O:2][CH2:3][O:4][C:5]1[CH:6]=[C:7]([CH2:15][C:16]([O:18][CH3:19])=[O:17])[CH:8]=[C:9]([O:11][CH2:12][O:13][CH3:14])[CH:10]=1.[Br:20]N1C(=O)CCC1=O.O. Product: [CH3:14][O:13][CH2:12][O:11][C:9]1[C:8]([Br:20])=[C:7]([CH2:15][C:16]([O:18][CH3:19])=[O:17])[CH:6]=[C:5]([O:4][CH2:3][O:2][CH3:1])[CH:10]=1. The catalyst class is: 9.